From a dataset of NCI-60 drug combinations with 297,098 pairs across 59 cell lines. Regression. Given two drug SMILES strings and cell line genomic features, predict the synergy score measuring deviation from expected non-interaction effect. (1) Drug 1: CC1=CC2C(CCC3(C2CCC3(C(=O)C)OC(=O)C)C)C4(C1=CC(=O)CC4)C. Drug 2: CN(C(=O)NC(C=O)C(C(C(CO)O)O)O)N=O. Cell line: T-47D. Synergy scores: CSS=9.36, Synergy_ZIP=-6.16, Synergy_Bliss=-6.62, Synergy_Loewe=-4.33, Synergy_HSA=-2.96. (2) Drug 1: CCC1(CC2CC(C3=C(CCN(C2)C1)C4=CC=CC=C4N3)(C5=C(C=C6C(=C5)C78CCN9C7C(C=CC9)(C(C(C8N6C=O)(C(=O)OC)O)OC(=O)C)CC)OC)C(=O)OC)O.OS(=O)(=O)O. Drug 2: CCC(=C(C1=CC=CC=C1)C2=CC=C(C=C2)OCCN(C)C)C3=CC=CC=C3.C(C(=O)O)C(CC(=O)O)(C(=O)O)O. Cell line: MALME-3M. Synergy scores: CSS=17.8, Synergy_ZIP=4.57, Synergy_Bliss=7.86, Synergy_Loewe=-23.5, Synergy_HSA=4.41. (3) Drug 1: CC=C1C(=O)NC(C(=O)OC2CC(=O)NC(C(=O)NC(CSSCCC=C2)C(=O)N1)C(C)C)C(C)C. Drug 2: CCC1(CC2CC(C3=C(CCN(C2)C1)C4=CC=CC=C4N3)(C5=C(C=C6C(=C5)C78CCN9C7C(C=CC9)(C(C(C8N6C)(C(=O)OC)O)OC(=O)C)CC)OC)C(=O)OC)O.OS(=O)(=O)O. Cell line: MALME-3M. Synergy scores: CSS=12.1, Synergy_ZIP=-4.58, Synergy_Bliss=-1.93, Synergy_Loewe=-3.32, Synergy_HSA=0.139. (4) Drug 1: CCC1(CC2CC(C3=C(CCN(C2)C1)C4=CC=CC=C4N3)(C5=C(C=C6C(=C5)C78CCN9C7C(C=CC9)(C(C(C8N6C)(C(=O)OC)O)OC(=O)C)CC)OC)C(=O)OC)O.OS(=O)(=O)O. Drug 2: C1=NC2=C(N1)C(=S)N=CN2. Cell line: HCT116. Synergy scores: CSS=46.6, Synergy_ZIP=4.02, Synergy_Bliss=-0.0383, Synergy_Loewe=0.247, Synergy_HSA=-0.963. (5) Drug 1: CCC1=CC2CC(C3=C(CN(C2)C1)C4=CC=CC=C4N3)(C5=C(C=C6C(=C5)C78CCN9C7C(C=CC9)(C(C(C8N6C)(C(=O)OC)O)OC(=O)C)CC)OC)C(=O)OC.C(C(C(=O)O)O)(C(=O)O)O. Drug 2: N.N.Cl[Pt+2]Cl. Cell line: COLO 205. Synergy scores: CSS=27.0, Synergy_ZIP=1.95, Synergy_Bliss=0.0115, Synergy_Loewe=-43.8, Synergy_HSA=-4.60. (6) Drug 1: CC1CCC2CC(C(=CC=CC=CC(CC(C(=O)C(C(C(=CC(C(=O)CC(OC(=O)C3CCCCN3C(=O)C(=O)C1(O2)O)C(C)CC4CCC(C(C4)OC)OCCO)C)C)O)OC)C)C)C)OC. Drug 2: C1C(C(OC1N2C=NC3=C2NC=NCC3O)CO)O. Cell line: NCIH23. Synergy scores: CSS=30.0, Synergy_ZIP=-8.77, Synergy_Bliss=0.716, Synergy_Loewe=-36.0, Synergy_HSA=0.458.